The task is: Predict the product of the given reaction.. This data is from Forward reaction prediction with 1.9M reactions from USPTO patents (1976-2016). (1) Given the reactants [O:1]1[CH2:5][CH2:4][CH:3]([CH:6]=O)[CH2:2]1.[CH2:8]([O:15][C:16]([N:18]1[CH:22]([C:23](=[O:42])[NH:24][C:25]2[S:26][CH:27]=[C:28]([C:30]3[CH:35]=[CH:34][C:33]([C:36](=[O:41])[NH:37][CH:38]4[CH2:40][CH2:39]4)=[CH:32][CH:31]=3)[N:29]=2)[CH2:21][S:20]C1C1C=CC(C(=O)C)=CC=1)=[O:17])[C:9]1[CH:14]=[CH:13][CH:12]=[CH:11][CH:10]=1, predict the reaction product. The product is: [CH2:8]([O:15][C:16]([N:18]1[CH:22]([C:23](=[O:42])[NH:24][C:25]2[S:26][CH:27]=[C:28]([C:30]3[CH:31]=[CH:32][C:33]([C:36](=[O:41])[NH:37][CH:38]4[CH2:40][CH2:39]4)=[CH:34][CH:35]=3)[N:29]=2)[CH2:21][S:20][CH:6]1[CH:3]1[CH2:4][CH2:5][O:1][CH2:2]1)=[O:17])[C:9]1[CH:14]=[CH:13][CH:12]=[CH:11][CH:10]=1. (2) The product is: [CH2:19]([N:11]1[C:10]2[CH:9]=[C:8]([CH:12]([CH3:13])[CH3:14])[N:7]=[CH:6][C:5]=2[N:4]=[C:2]1[CH2:3][N:30]1[CH:34]=[CH:33][N:32]=[C:31]1[C:35]1[S:36][CH:37]=[CH:38][N:39]=1)[CH3:20]. Given the reactants Cl.[CH2:2]([NH:4][C:5]1[CH:6]=[N:7][C:8]([CH:12]([CH3:14])[CH3:13])=[CH:9][C:10]=1[NH2:11])[CH3:3].C[Al](C)C.[C:19]1(C)C=CC=C[CH:20]=1.COC(=O)C[N:30]1[CH:34]=[CH:33][N:32]=[C:31]1[C:35]1[S:36][CH:37]=[CH:38][N:39]=1, predict the reaction product. (3) Given the reactants S(=O)(=O)(O)O.[Cl:6][C:7]1[CH:15]=[C:11]([C:12]([OH:14])=[O:13])[C:10]([OH:16])=[CH:9][CH:8]=1.[C:17](OC(=O)C)(=[O:19])[CH3:18], predict the reaction product. The product is: [C:17]([O:16][C:10]1[CH:9]=[CH:8][C:7]([Cl:6])=[CH:15][C:11]=1[C:12]([OH:14])=[O:13])(=[O:19])[CH3:18]. (4) Given the reactants [CH2:1]([O:8][C:9]([NH:11][C@H:12]([C:14]([OH:16])=O)[CH3:13])=[O:10])[C:2]1[CH:7]=[CH:6][CH:5]=[CH:4][CH:3]=1.Cl.[CH3:18][NH:19][O:20][CH3:21].ON1C2C=CC=CC=2N=N1.C(N(C(C)C)CC)(C)C.Cl.C(N=C=NCCCN(C)C)C.Cl, predict the reaction product. The product is: [CH2:1]([O:8][C:9](=[O:10])[NH:11][C@H:12]([C:14](=[O:16])[N:19]([O:20][CH3:21])[CH3:18])[CH3:13])[C:2]1[CH:3]=[CH:4][CH:5]=[CH:6][CH:7]=1. (5) Given the reactants [CH3:1][O:2][C:3](=[O:15])[CH:4]([NH2:14])[CH2:5][C:6]1[CH:11]=[CH:10][C:9]([F:12])=[CH:8][C:7]=1[F:13].C(N(CC)CC)C.[Cl:23][C:24]1[CH:29]=[CH:28][CH:27]=[C:26]([Cl:30])[C:25]=1[NH:31][C:32](=[O:35])[CH2:33]Br.O, predict the reaction product. The product is: [CH3:1][O:2][C:3](=[O:15])[CH:4]([NH:14][CH2:33][C:32]([NH:31][C:25]1[C:26]([Cl:30])=[CH:27][CH:28]=[CH:29][C:24]=1[Cl:23])=[O:35])[CH2:5][C:6]1[CH:11]=[CH:10][C:9]([F:12])=[CH:8][C:7]=1[F:13]. (6) Given the reactants [C:1]([O:5][C:6]([N:8]1[CH2:13][C@@H:12]([N:14]([C:19]([C:21]2[N:25]([CH2:26][CH2:27][CH2:28][CH2:29][O:30][CH3:31])[C:24]3[CH:32]=[CH:33][CH:34]=[CH:35][C:23]=3[N:22]=2)=[O:20])[CH2:15][CH:16]([CH3:18])[CH3:17])[CH2:11][C@@H:10]([C:36]([OH:38])=O)[CH2:9]1)=[O:7])([CH3:4])([CH3:3])[CH3:2].CCN=C=NCCC[N:47]([CH3:49])C.C1C=CC2N(O)N=NC=2C=1.Cl.[CH3:61][O:62]CN, predict the reaction product. The product is: [CH3:31][O:30][CH2:29][CH2:28][CH2:27][CH2:26][N:25]1[C:24]2[CH:32]=[CH:33][CH:34]=[CH:35][C:23]=2[N:22]=[C:21]1[C:19]([N:14]([CH2:15][CH:16]([CH3:18])[CH3:17])[C@H:12]1[CH2:11][C@@H:10]([C:36](=[O:38])[N:47]([O:62][CH3:61])[CH3:49])[CH2:9][N:8]([C:6]([O:5][C:1]([CH3:3])([CH3:2])[CH3:4])=[O:7])[CH2:13]1)=[O:20].